This data is from Full USPTO retrosynthesis dataset with 1.9M reactions from patents (1976-2016). The task is: Predict the reactants needed to synthesize the given product. (1) Given the product [NH2:1][C:2]1[O:3][C@H:4]([C:27]([F:30])([F:29])[F:28])[CH2:5][C@:6]([C:10]2[CH:11]=[C:12]([NH:17][C:18](=[O:26])[C:19]3[CH:24]=[CH:23][C:22]([C:40]#[C:39][CH:36]4[CH2:38][CH2:37]4)=[CH:21][N:20]=3)[CH:13]=[CH:14][C:15]=2[F:16])([CH2:8][F:9])[N:7]=1, predict the reactants needed to synthesize it. The reactants are: [NH2:1][C:2]1[O:3][C@H:4]([C:27]([F:30])([F:29])[F:28])[CH2:5][C@:6]([C:10]2[CH:11]=[C:12]([NH:17][C:18](=[O:26])[C:19]3[CH:24]=[CH:23][C:22](Br)=[CH:21][N:20]=3)[CH:13]=[CH:14][C:15]=2[F:16])([CH2:8][F:9])[N:7]=1.C(NCC)C.[CH:36]1([C:39]#[CH:40])[CH2:38][CH2:37]1.C1(C)C=CC=CC=1. (2) Given the product [NH2:5][CH2:6][C:7]([NH:9][CH2:10][C@:11]1([CH2:26][OH:27])[O:15][C@@H:14]([N:16]2[CH:24]=[C:22]([CH3:23])[C:20](=[O:21])[NH:19][C:17]2=[O:18])[CH2:13][C@@H:12]1[OH:25])=[O:8], predict the reactants needed to synthesize it. The reactants are: FC(F)(F)C([NH:5][CH2:6][C:7]([NH:9][CH2:10][C@:11]1([CH2:26][OH:27])[O:15][C@@H:14]([N:16]2[CH:24]=[C:22]([CH3:23])[C:20](=[O:21])[NH:19][C:17]2=[O:18])[CH2:13][C@@H:12]1[OH:25])=[O:8])=O. (3) The reactants are: Cl[C:2]1[N:3]=[C:4]([N:22]2[CH2:27][CH2:26][O:25][CH2:24][CH2:23]2)[C:5]2[N:11]=[CH:10][C:9]([C:12]3[CH:13]=[C:14]([NH:18][C:19](=[O:21])[CH3:20])[CH:15]=[CH:16][CH:17]=3)=[CH:8][C:6]=2[N:7]=1.[C:28]([O:32][C:33]([NH:35][C:36]1[N:41]=[CH:40][C:39](B(O)O)=[CH:38][N:37]=1)=[O:34])([CH3:31])([CH3:30])[CH3:29].P([O-])([O-])([O-])=O.[K+].[K+].[K+].CN(C=O)C. Given the product [C:28]([O:32][C:33](=[O:34])[NH:35][C:36]1[N:41]=[CH:40][C:39]([C:2]2[N:3]=[C:4]([N:22]3[CH2:27][CH2:26][O:25][CH2:24][CH2:23]3)[C:5]3[N:11]=[CH:10][C:9]([C:12]4[CH:17]=[CH:16][CH:15]=[C:14]([NH:18][C:19](=[O:21])[CH3:20])[CH:13]=4)=[CH:8][C:6]=3[N:7]=2)=[CH:38][N:37]=1)([CH3:31])([CH3:29])[CH3:30], predict the reactants needed to synthesize it. (4) Given the product [C:12]([O:11][C:9]([N:19]1[CH2:20][CH2:21][CH:17]([OH:16])[CH2:18]1)=[O:10])([CH3:13])([CH3:14])[CH3:15], predict the reactants needed to synthesize it. The reactants are: [C:9](O[C:9]([O:11][C:12]([CH3:15])([CH3:14])[CH3:13])=[O:10])([O:11][C:12]([CH3:15])([CH3:14])[CH3:13])=[O:10].[OH:16][CH:17]1[CH2:21][CH2:20][NH:19][CH2:18]1. (5) Given the product [S:53]1[C:5]2[CH:6]=[CH:7][CH:8]=[CH:9][C:4]=2[N:3]=[C:2]1[NH:10][C@H:11]1[CH2:15][CH2:14][CH2:13][C@@H:12]1[NH:16][C:17](=[O:29])[C:18]1[CH:23]=[CH:22][CH:21]=[CH:20][C:19]=1[N:24]1[N:28]=[CH:27][CH:26]=[N:25]1, predict the reactants needed to synthesize it. The reactants are: O1[C:5]2[CH:6]=[CH:7][CH:8]=[CH:9][C:4]=2[N:3]=[C:2]1[NH:10][C@H:11]1[CH2:15][CH2:14][CH2:13][C@@H:12]1[NH:16][C:17](=[O:29])[C:18]1[CH:23]=[CH:22][CH:21]=[CH:20][C:19]=1[N:24]1[N:28]=[CH:27][CH:26]=[N:25]1.Cl.N[C@H]1CCC[C@@H]1NC(=O)C1C=CC=CC=1N1N=CC=N1.ClC1[S:53]C2C=CC=CC=2N=1. (6) Given the product [C:10]([C@@H:9]1[CH2:13][CH2:14][CH2:15][N:8]1[C:1]([O:3][C:4]([CH3:7])([CH3:6])[CH3:5])=[O:2])#[N:18], predict the reactants needed to synthesize it. The reactants are: [C:1]([N:8]1[CH2:15][CH2:14][CH2:13][C@H:9]1[C:10](O)=O)([O:3][C:4]([CH3:7])([CH3:6])[CH3:5])=[O:2].C([N:18](CC)CC)C.C(OC(Cl)=O)C(C)C.N.FC(F)(F)C(OC(=O)C(F)(F)F)=O. (7) Given the product [CH2:9]([N:6]1[CH2:7][CH2:8][CH:4]([CH:1]([OH:3])[CH3:2])[CH2:5]1)[C:10]1[CH:15]=[CH:14][CH:13]=[CH:12][CH:11]=1, predict the reactants needed to synthesize it. The reactants are: [C:1]([CH:4]1[CH2:8][CH2:7][N:6]([CH2:9][C:10]2[CH:15]=[CH:14][CH:13]=[CH:12][CH:11]=2)[CH2:5]1)(=[O:3])[CH3:2].[BH4-].[Na+]. (8) Given the product [ClH:30].[CH3:1][N:2]([CH2:3][C:4]1[S:8][C:7]2[CH:9]=[CH:10][CH:11]=[CH:12][C:6]=2[C:5]=1[CH3:13])[C:52](=[O:53])/[CH:51]=[CH:50]/[C:47]1[CH:48]=[N:49][C:43]2[NH:42][C:41](=[O:55])[CH2:40][N:39]([CH2:38][CH2:37][N:31]3[CH2:32][CH2:33][O:34][CH2:35][CH2:36]3)[CH2:45][C:44]=2[CH:46]=1, predict the reactants needed to synthesize it. The reactants are: [CH3:1][NH:2][CH2:3][C:4]1[S:8][C:7]2[CH:9]=[CH:10][CH:11]=[CH:12][C:6]=2[C:5]=1[CH3:13].CNCC1C=CC2C(=CC=CC=2)C=1CCC.[ClH:30].[N:31]1([CH2:37][CH2:38][N:39]2[CH2:45][C:44]3[CH:46]=[C:47](/[CH:50]=[CH:51]/[C:52](O)=[O:53])[CH:48]=[N:49][C:43]=3[NH:42][C:41](=[O:55])[CH2:40]2)[CH2:36][CH2:35][O:34][CH2:33][CH2:32]1.Cl.CN1CC2C=C(/C=C/C(O)=O)C=NC=2NC(=O)C1. (9) Given the product [Si:1]([O:8][C@H:9]([CH2:39][O:40][C:41]1[CH:46]=[CH:45][CH:44]=[CH:43][CH:42]=1)[CH2:10][N:11]([CH2:19][C@@H:20]1[CH2:29][CH2:28][C:27]2[C:22](=[CH:23][CH:24]=[C:25]([C:53]3[CH:54]=[CH:55][C:56]4[C:61](=[O:62])[O:60][C:59]([CH3:64])([CH3:63])[O:58][C:57]=4[CH:65]=3)[CH:26]=2)[O:21]1)[C:12](=[O:18])[O:13][C:14]([CH3:17])([CH3:16])[CH3:15])([C:4]([CH3:5])([CH3:6])[CH3:7])([CH3:3])[CH3:2], predict the reactants needed to synthesize it. The reactants are: [Si:1]([O:8][C@H:9]([CH2:39][O:40][C:41]1[CH:46]=[CH:45][CH:44]=[CH:43][CH:42]=1)[CH2:10][N:11]([CH2:19][C@@H:20]1[CH2:29][CH2:28][C:27]2[C:22](=[CH:23][CH:24]=[C:25](B3OC(C)(C)C(C)(C)O3)[CH:26]=2)[O:21]1)[C:12](=[O:18])[O:13][C:14]([CH3:17])([CH3:16])[CH3:15])([C:4]([CH3:7])([CH3:6])[CH3:5])([CH3:3])[CH3:2].FC(F)(F)S(O[C:53]1[CH:54]=[CH:55][C:56]2[C:61](=[O:62])[O:60][C:59]([CH3:64])([CH3:63])[O:58][C:57]=2[CH:65]=1)(=O)=O.C(=O)(O)[O-].[Na+]. (10) Given the product [CH3:17][C:12]1([CH3:18])[C:13]([CH3:16])([CH3:15])[O:14][B:10]([C:2]2[CH:9]=[CH:8][CH:7]=[CH:6][C:3]=2[C:4]#[N:5])[O:11]1, predict the reactants needed to synthesize it. The reactants are: Br[C:2]1[CH:9]=[CH:8][CH:7]=[CH:6][C:3]=1[C:4]#[N:5].[B:10]1([B:10]2[O:14][C:13]([CH3:16])([CH3:15])[C:12]([CH3:18])([CH3:17])[O:11]2)[O:14][C:13]([CH3:16])([CH3:15])[C:12]([CH3:18])([CH3:17])[O:11]1.C([O-])(=O)C.[K+].